This data is from Full USPTO retrosynthesis dataset with 1.9M reactions from patents (1976-2016). The task is: Predict the reactants needed to synthesize the given product. (1) The reactants are: [Cl:1]C1C=CC([C@H]2[C@@H](C3C=CC(Cl)=CC=3)N(C(N3CCN(S(CC)(=O)=O)CC3)=O)C(C3C=CC(C(C)(C)C#N)=CC=3OCC)=N2)=CC=1.[N:47]1([C:53](=[O:61])[CH2:54]N2CCNCC2)[CH2:52][CH2:51][O:50][CH2:49][CH2:48]1. Given the product [ClH:1].[N:47]1([C:53](=[O:61])[CH3:54])[CH2:52][CH2:51][O:50][CH2:49][CH2:48]1, predict the reactants needed to synthesize it. (2) Given the product [Cl:25][C:22]1[CH:21]=[CH:20][C:19]([CH:2]2[C:3]3[N:7]([CH:8]([CH3:10])[CH3:9])[C:6]([CH:11]4[CH2:15][CH2:14][O:13][CH2:12]4)=[N:5][C:4]=3[C:16](=[O:17])[NH:1]2)=[CH:24][CH:23]=1, predict the reactants needed to synthesize it. The reactants are: [NH2:1][CH:2]([C:19]1[CH:24]=[CH:23][C:22]([Cl:25])=[CH:21][CH:20]=1)[C:3]1[N:7]([CH:8]([CH3:10])[CH3:9])[C:6]([CH:11]2[CH2:15][CH2:14][O:13][CH2:12]2)=[N:5][C:4]=1[C:16](O)=[O:17].